From a dataset of Catalyst prediction with 721,799 reactions and 888 catalyst types from USPTO. Predict which catalyst facilitates the given reaction. (1) The catalyst class is: 3. Product: [Si:22]([O:1][CH2:2][C:3]1[C:4]([N+:15]([O-:17])=[O:16])=[C:5]([CH:12]=[CH:13][CH:14]=1)[C:6]([N:8]([O:10][CH3:11])[CH3:9])=[O:7])([C:19]([CH3:21])([CH3:20])[CH3:18])([CH3:24])[CH3:23]. Reactant: [OH:1][CH2:2][C:3]1[C:4]([N+:15]([O-:17])=[O:16])=[C:5]([CH:12]=[CH:13][CH:14]=1)[C:6]([N:8]([O:10][CH3:11])[CH3:9])=[O:7].[CH3:18][C:19]([Si:22](Cl)([CH3:24])[CH3:23])([CH3:21])[CH3:20].N1C=CN=C1.O. (2) Reactant: [F:1][C:2]1([C:15]2[CH:20]=[CH:19][C:18]([N+:21]([O-])=O)=[CH:17][CH:16]=2)[CH2:7][CH2:6][CH2:5][CH2:4][CH:3]1[NH:8][S:9]([CH:12]([CH3:14])[CH3:13])(=[O:11])=[O:10]. Product: [F:1][C:2]1([C:15]2[CH:20]=[CH:19][C:18]([NH2:21])=[CH:17][CH:16]=2)[CH2:7][CH2:6][CH2:5][CH2:4][CH:3]1[NH:8][S:9]([CH:12]([CH3:14])[CH3:13])(=[O:10])=[O:11]. The catalyst class is: 29. (3) Reactant: [OH:1][CH2:2][CH2:3][O:4][CH2:5][CH2:6][O:7][CH2:8][CH2:9][O:10][CH2:11][CH2:12][C:13]([O:15][C:16]([CH3:19])([CH3:18])[CH3:17])=[O:14].C1(P(C2C=CC=CC=2)C2C=CC=CC=2)C=CC=CC=1.O[C:40]1[CH:41]=[C:42]([CH:47]=[CH:48][CH:49]=1)[C:43]([O:45][CH3:46])=[O:44].N(C(OC(C)C)=O)=NC(OC(C)C)=O. Product: [CH3:17][C:16]([CH3:19])([CH3:18])[O:15][C:13](=[O:14])[CH2:12][CH2:11][O:10][CH2:9][CH2:8][O:7][CH2:6][CH2:5][O:4][CH2:3][CH2:2][O:1][C:40]1[CH:41]=[C:42]([CH:47]=[CH:48][CH:49]=1)[C:43]([O:45][CH3:46])=[O:44]. The catalyst class is: 1. (4) Product: [Cl:1][C:2]1[CH:3]=[C:4]([C:10]2[C:11]([CH3:31])=[N:12][N:13]([CH2:16][C:17]3[CH:22]=[CH:21][C:20]([C:23]4[S:24][CH:25]=[C:26]([C:28]([NH2:34])=[O:29])[N:27]=4)=[CH:19][CH:18]=3)[C:14]=2[CH3:15])[CH:5]=[CH:6][C:7]=1[C:8]#[N:9]. Reactant: [Cl:1][C:2]1[CH:3]=[C:4]([C:10]2[C:11]([CH3:31])=[N:12][N:13]([CH2:16][C:17]3[CH:22]=[CH:21][C:20]([C:23]4[S:24][CH:25]=[C:26]([C:28](O)=[O:29])[N:27]=4)=[CH:19][CH:18]=3)[C:14]=2[CH3:15])[CH:5]=[CH:6][C:7]=1[C:8]#[N:9].[NH4+].O[N:34]1C2C=CC=CC=2N=N1.CCN=C=NCCCN(C)C.Cl. The catalyst class is: 3. (5) Product: [ClH:22].[NH2:14][C@@H:12]1[CH2:13][C@H:11]1[C:8]1[CH:9]=[CH:10][C:5]([NH:4][C:1](=[O:3])[CH3:2])=[CH:6][CH:7]=1. The catalyst class is: 12. Reactant: [C:1]([NH:4][C:5]1[CH:10]=[CH:9][C:8]([C@@H:11]2[CH2:13][C@H:12]2[NH:14]C(=O)OC(C)(C)C)=[CH:7][CH:6]=1)(=[O:3])[CH3:2].[ClH:22]. (6) Reactant: Br[C:2]1[CH:3]=[CH:4][C:5]([N:10]2[CH2:14][CH:13]=[CH:12][CH2:11]2)=[C:6]([CH:9]=1)[CH:7]=[O:8].[CH2:15]([O:19][CH2:20][CH2:21][O:22][C:23]1[CH:28]=[CH:27][C:26](OB(O)O)=[CH:25][CH:24]=1)[CH2:16][CH2:17][CH3:18].C(=O)([O-])[O-].[K+].[K+]. Product: [CH2:15]([O:19][CH2:20][CH2:21][O:22][C:23]1[CH:24]=[CH:25][C:26]([C:2]2[CH:3]=[CH:4][C:5]([N:10]3[CH2:14][CH:13]=[CH:12][CH2:11]3)=[C:6]([CH:7]=[O:8])[CH:9]=2)=[CH:27][CH:28]=1)[CH2:16][CH2:17][CH3:18]. The catalyst class is: 460. (7) Reactant: [C:1]1([CH:7]2[CH2:11][O:10][CH2:9][C:8]2=O)[CH:6]=[CH:5][CH:4]=[CH:3][CH:2]=1.[CH2:13]([NH2:20])[C:14]1[CH:19]=[CH:18][CH:17]=[CH:16][CH:15]=1.C(O)(=O)C.C(O[BH-](OC(=O)C)OC(=O)C)(=O)C.[Na+]. Product: [C:1]1([C@H:7]2[CH2:11][O:10][CH2:9][C@H:8]2[NH:20][CH2:13][C:14]2[CH:19]=[CH:18][CH:17]=[CH:16][CH:15]=2)[CH:6]=[CH:5][CH:4]=[CH:3][CH:2]=1. The catalyst class is: 46. (8) Reactant: Br.Br[CH:3]([CH3:12])[C:4]([C:6]1[CH:11]=[CH:10][N:9]=[CH:8][CH:7]=1)=O.[CH3:13][C:14]1[CH:15]=[C:16]([NH:20][C:21]([NH2:23])=[S:22])[CH:17]=[CH:18][CH:19]=1.N. Product: [CH3:12][C:3]1[S:22][C:21]([NH:20][C:16]2[CH:17]=[CH:18][CH:19]=[C:14]([CH3:13])[CH:15]=2)=[N:23][C:4]=1[C:6]1[CH:11]=[CH:10][N:9]=[CH:8][CH:7]=1. The catalyst class is: 88.